Dataset: Full USPTO retrosynthesis dataset with 1.9M reactions from patents (1976-2016). Task: Predict the reactants needed to synthesize the given product. (1) Given the product [F:15][C:16]1[CH:30]=[CH:29][C:19]2[C:20]([CH:23]3[CH2:24][CH2:25][N:26]([CH2:3][CH2:4][CH2:5][NH:6][C:7]4[CH:12]=[N:11][N:10]([CH3:13])[C:9](=[O:14])[CH:8]=4)[CH2:27][CH2:28]3)=[N:21][O:22][C:18]=2[CH:17]=1, predict the reactants needed to synthesize it. The reactants are: Cl.Cl[CH2:3][CH2:4][CH2:5][NH:6][C:7]1[CH:12]=[N:11][N:10]([CH3:13])[C:9](=[O:14])[CH:8]=1.[F:15][C:16]1[CH:30]=[CH:29][C:19]2[C:20]([CH:23]3[CH2:28][CH2:27][NH:26][CH2:25][CH2:24]3)=[N:21][O:22][C:18]=2[CH:17]=1.C(=O)([O-])[O-].[K+].[K+].[I-].[K+]. (2) Given the product [CH3:13][C:14]1([C:17](=[O:19])[CH2:2][C:1]#[N:4])[CH2:16][CH2:15]1, predict the reactants needed to synthesize it. The reactants are: [CH:1]([NH:4]C(C)C)(C)[CH3:2].[Li]CCCC.[CH3:13][C:14]1([C:17]([O:19]C)=O)[CH2:16][CH2:15]1.